From a dataset of CYP3A4 inhibition data for predicting drug metabolism from PubChem BioAssay. Regression/Classification. Given a drug SMILES string, predict its absorption, distribution, metabolism, or excretion properties. Task type varies by dataset: regression for continuous measurements (e.g., permeability, clearance, half-life) or binary classification for categorical outcomes (e.g., BBB penetration, CYP inhibition). Dataset: cyp3a4_veith. (1) The molecule is CCc1ccc(C(=O)COC(=O)C(Cc2ccccc2)NC(=O)C2CCC(C)CC2)cc1. The result is 1 (inhibitor). (2) The drug is CN(C)c1ccc(-c2cncnc2NCc2ccccc2)cc1. The result is 1 (inhibitor). (3) The drug is COCC(=O)N1CCC2(CC1)CCN(c1cccc(-c3ccccc3)c1)CC2. The result is 0 (non-inhibitor). (4) The compound is CCN1C[C@]2(COC)CC[C@H](O)[C@]34[C@H]1[C@](O)([C@@H](OC)[C@H]23)[C@@]1(O)C[C@H](OC)[C@H]2C[C@@H]4[C@H]1[C@@H]2OC. The result is 0 (non-inhibitor). (5) The drug is Cc1cccc(C)c1NC(=O)[C@H](C)N. The result is 0 (non-inhibitor).